This data is from Full USPTO retrosynthesis dataset with 1.9M reactions from patents (1976-2016). The task is: Predict the reactants needed to synthesize the given product. (1) Given the product [N:1]1([C:6]2[CH:26]=[CH:25][C:9]([CH2:10][C:11]3[C:12]([O:23][CH3:24])=[N:13][C:14]4[C:19]([C:20]=3[Cl:21])=[CH:18][C:17]([C:38]([C:37]3[N:33]([CH3:32])[N:34]=[N:35][CH:36]=3)([C:40]3[N:44]([CH3:45])[N:43]=[N:42][CH:41]=3)[OH:39])=[CH:16][CH:15]=4)=[CH:8][CH:7]=2)[CH:5]=[CH:4][CH:3]=[N:2]1, predict the reactants needed to synthesize it. The reactants are: [N:1]1([C:6]2[CH:26]=[CH:25][C:9]([CH2:10][C:11]3[C:12]([O:23][CH3:24])=[N:13][C:14]4[C:19]([C:20]=3[Cl:21])=[CH:18][C:17](Br)=[CH:16][CH:15]=4)=[CH:8][CH:7]=2)[CH:5]=[CH:4][CH:3]=[N:2]1.[Li]CCCC.[CH3:32][N:33]1[C:37]([C:38]([C:40]2[N:44]([CH3:45])[N:43]=[N:42][CH:41]=2)=[O:39])=[CH:36][N:35]=[N:34]1.C(=O)=O.CC(C)=O. (2) Given the product [CH3:15][C:14]1[N:1]=[C:2]2[C:7]([CH3:8])=[CH:6][CH:5]=[CH:4][N:3]2[C:13]=1[C:11](=[O:12])[CH3:10], predict the reactants needed to synthesize it. The reactants are: [NH2:1][C:2]1[C:7]([CH3:8])=[CH:6][CH:5]=[CH:4][N:3]=1.Cl[CH2:10][C:11]([CH2:13][C:14](=O)[CH3:15])=[O:12].